From a dataset of Catalyst prediction with 721,799 reactions and 888 catalyst types from USPTO. Predict which catalyst facilitates the given reaction. (1) Reactant: [CH3:1][N-:2]C.[NH2:4][C:5]1[CH:13]=[C:12]([F:14])[CH:11]=[CH:10][C:6]=1[C:7](O)=[O:8].C(N)=O. Product: [F:14][C:12]1[CH:13]=[C:5]2[C:6]([C:7](=[O:8])[NH:2][CH:1]=[N:4]2)=[CH:10][CH:11]=1. The catalyst class is: 6. (2) The catalyst class is: 254. Reactant: [CH3:1][C:2]1[C:7]([C:8]2[CH:13]=[CH:12][CH:11]=[CH:10][CH:9]=2)=[C:6]([CH:14]2[CH2:18][CH2:17][C:16](=O)[CH2:15]2)[N:5]2[C:20]3[CH:26]=[CH:25][CH:24]=[CH:23][C:21]=3[N:22]=[C:4]2[C:3]=1[C:27]#[N:28].C(O)(=O)C.[CH3:33][NH:34][CH3:35].C([BH3-])#N.[Na+].C(=O)([O-])O.[Na+]. Product: [CH3:33][N:34]([CH3:35])[CH:16]1[CH2:17][CH2:18][CH:14]([C:6]2[N:5]3[C:20]4[CH:26]=[CH:25][CH:24]=[CH:23][C:21]=4[N:22]=[C:4]3[C:3]([C:27]#[N:28])=[C:2]([CH3:1])[C:7]=2[C:8]2[CH:9]=[CH:10][CH:11]=[CH:12][CH:13]=2)[CH2:15]1. (3) Reactant: [F:1][C:2]1[CH:28]=[CH:27][C:5]([CH2:6][O:7][CH2:8][C:9]([NH:11][CH2:12][CH2:13][CH2:14][C:15]2[CH:20]=[CH:19][C:18]([O:21][C@@H:22]3[CH2:26][CH2:25][NH:24][CH2:23]3)=[CH:17][CH:16]=2)=[O:10])=[CH:4][CH:3]=1.[NH:29]1[C:37]2[C:32](=[CH:33][CH:34]=[CH:35][CH:36]=2)[C:31]([CH:38]=O)=[CH:30]1.[BH-](OC(C)=O)(OC(C)=O)OC(C)=O.[Na+]. Product: [NH:29]1[C:37]2[C:32](=[CH:33][CH:34]=[CH:35][CH:36]=2)[C:31]([CH2:38][N:24]2[CH2:25][CH2:26][C@@H:22]([O:21][C:18]3[CH:19]=[CH:20][C:15]([CH2:14][CH2:13][CH2:12][NH:11][C:9](=[O:10])[CH2:8][O:7][CH2:6][C:5]4[CH:4]=[CH:3][C:2]([F:1])=[CH:28][CH:27]=4)=[CH:16][CH:17]=3)[CH2:23]2)=[CH:30]1. The catalyst class is: 1. (4) Reactant: C([O:5][C:6]1[CH:13]=[CH:12][C:9]([CH:10]=[CH2:11])=[CH:8][CH:7]=1)(C)(C)C.[CH2:14]=[CH:15][C:16]1[CH:21]=[CH:20][CH:19]=[CH:18][CH:17]=1.COCC(O)C.N(C(C)(C)C#N)=NC(C)(C)C#N.S(=O)(=O)(O)O.OC=CC1C=CC=CC=1. Product: [OH:5][C:6]1[CH:13]=[CH:12][C:9]([CH:10]=[CH2:11])=[CH:8][CH:7]=1.[CH2:14]=[CH:15][C:16]1[CH:21]=[CH:20][CH:19]=[CH:18][CH:17]=1. The catalyst class is: 13.